From a dataset of Full USPTO retrosynthesis dataset with 1.9M reactions from patents (1976-2016). Predict the reactants needed to synthesize the given product. The reactants are: [CH3:1][O:2][C:3]([C:5]1[S:9][C:8]2[CH:10]=[C:11](Cl)[CH:12]=[CH:13][C:7]=2[C:6]=1[O:15][CH2:16][C:17]([O:19][C:20]([CH3:23])([CH3:22])[CH3:21])=[O:18])=[O:4].[OH:24][C:25]1[CH:26]=[C:27](B(O)O)[CH:28]=[CH:29][CH:30]=1.[F-].[K+]. Given the product [CH3:1][O:2][C:3]([C:5]1[S:9][C:8]2[CH:10]=[C:11]([C:29]3[CH:28]=[CH:27][CH:26]=[C:25]([OH:24])[CH:30]=3)[CH:12]=[CH:13][C:7]=2[C:6]=1[O:15][CH2:16][C:17]([O:19][C:20]([CH3:23])([CH3:22])[CH3:21])=[O:18])=[O:4], predict the reactants needed to synthesize it.